This data is from Reaction yield outcomes from USPTO patents with 853,638 reactions. The task is: Predict the reaction yield, written as a fraction of the theoretical maximum amount of product (1.0 means a 100% yield; for example, 0.34 means a 34% yield). (1) The reactants are [C:1]([CH2:6][C:7]([O:9][CH3:10])=[O:8])(=[O:5])[CH:2]([CH3:4])[CH3:3].[F:11][C:12]1[CH:19]=[CH:18][C:15]([C:16]#[N:17])=[CH:14][CH:13]=1.C1(C)C=CC=CC=1.[Sn](Cl)(Cl)(Cl)Cl. The catalyst is CCCCCC. The product is [NH2:17][C:16](=[C:6]([C:1](=[O:5])[CH:2]([CH3:4])[CH3:3])[C:7]([O:9][CH3:10])=[O:8])[C:15]1[CH:18]=[CH:19][C:12]([F:11])=[CH:13][CH:14]=1. The yield is 0.745. (2) The reactants are C(OC([N:8]([C:25]1[CH:30]=[CH:29][N:28]=[C:27](Cl)[N:26]=1)[C:9]1[CH:10]=[C:11]2[C:15](=[CH:16][CH:17]=1)[N:14](C(OC(C)(C)C)=O)[N:13]=[CH:12]2)=O)(C)(C)C.C([O-])([O-])=O.[Na+].[Na+].CC(OC(OC(OC(C)(C)C)=O)=O)(C)C.[CH3:53][O:54][CH2:55][CH2:56][O:57][C:58]1[CH:59]=[C:60](B2OC(C)(C)C(C)(C)O2)[CH:61]=[CH:62][CH:63]=1. The catalyst is CCO.O.Cl[Pd](Cl)([P](C1C=CC=CC=1)(C1C=CC=CC=1)C1C=CC=CC=1)[P](C1C=CC=CC=1)(C1C=CC=CC=1)C1C=CC=CC=1. The product is [CH3:53][O:54][CH2:55][CH2:56][O:57][C:58]1[CH:63]=[C:62]([C:27]2[N:26]=[C:25]([NH:8][C:9]3[CH:10]=[C:11]4[C:15](=[CH:16][CH:17]=3)[NH:14][N:13]=[CH:12]4)[CH:30]=[CH:29][N:28]=2)[CH:61]=[CH:60][CH:59]=1. The yield is 0.490. (3) The reactants are [N+:1]([C:4]1[CH:8]=[CH:7][NH:6][N:5]=1)([O-:3])=[O:2].I[C:10]1[CH:15]=[CH:14][CH:13]=[C:12]([C:16]([F:19])([F:18])[F:17])[CH:11]=1.C(=O)([O-])[O-].[K+].[K+].N1CCC[C@H]1C(O)=O. The catalyst is CS(C)=O.O.[Cu]I. The product is [N+:1]([C:4]1[CH:8]=[CH:7][N:6]([C:10]2[CH:15]=[CH:14][CH:13]=[C:12]([C:16]([F:19])([F:18])[F:17])[CH:11]=2)[N:5]=1)([O-:3])=[O:2]. The yield is 0.620. (4) The reactants are [CH3:1][O:2][C:3]1[CH:4]=[C:5]([OH:26])[CH:6]=[CH:7][C:8]=1[C:9]1[S:10][C:11]([N:14]([CH3:25])[CH:15]2[CH2:20][C:19]([CH3:22])([CH3:21])[NH:18][C:17]([CH3:24])([CH3:23])[CH2:16]2)=[N:12][N:13]=1.[F:27][C:28]([F:47])([F:46])[S:29](N(C1C=CC=CC=1)[S:29]([C:28]([F:47])([F:46])[F:27])(=[O:31])=[O:30])(=[O:31])=[O:30]. The catalyst is C(Cl)Cl. The product is [F:27][C:28]([F:47])([F:46])[S:29]([O:26][C:5]1[CH:6]=[CH:7][C:8]([C:9]2[S:10][C:11]([N:14]([CH3:25])[CH:15]3[CH2:20][C:19]([CH3:22])([CH3:21])[NH:18][C:17]([CH3:24])([CH3:23])[CH2:16]3)=[N:12][N:13]=2)=[C:3]([O:2][CH3:1])[CH:4]=1)(=[O:31])=[O:30]. The yield is 0.770. (5) The reactants are C([CH2:8][NH:9][CH2:10][C@H:11]([OH:14])[CH2:12][Cl:13])C1C=CC=CC=1.[CH3:15][C:16]([O:19][C:20](O[C:20]([O:19][C:16]([CH3:18])([CH3:17])[CH3:15])=[O:21])=[O:21])([CH3:18])[CH3:17].[H][H]. The catalyst is C(OCC)(=O)C.[OH-].[OH-].[Pd+2]. The product is [C:16]([O:19][C:20](=[O:21])[N:9]([CH2:10][C@H:11]([OH:14])[CH2:12][Cl:13])[CH3:8])([CH3:18])([CH3:17])[CH3:15]. The yield is 0.870.